Dataset: Full USPTO retrosynthesis dataset with 1.9M reactions from patents (1976-2016). Task: Predict the reactants needed to synthesize the given product. (1) Given the product [CH3:22][NH:23][CH2:13][CH:12]([NH:11][S:1]([C:4]1[CH:10]=[CH:9][C:7]([CH3:8])=[CH:6][CH:5]=1)(=[O:3])=[O:2])[CH2:14][C:15]1([OH:21])[CH2:20][CH2:19][CH2:18][CH2:17][CH2:16]1, predict the reactants needed to synthesize it. The reactants are: [S:1]([N:11]1[CH2:13][CH:12]1[CH2:14][C:15]1([OH:21])[CH2:20][CH2:19][CH2:18][CH2:17][CH2:16]1)([C:4]1[CH:10]=[CH:9][C:7]([CH3:8])=[CH:6][CH:5]=1)(=[O:3])=[O:2].[CH3:22][NH2:23]. (2) Given the product [NH:18]1[CH:19]=[N:20][C:16]([C:12]2[CH:11]=[C:10]3[C:15](=[CH:14][CH:13]=2)[NH:7][N:8]=[C:9]3[C:40]2[CH:41]=[C:42]([NH:46][C:47](=[O:56])/[CH:48]=[CH:49]/[C:50]3[CH:51]=[CH:52][CH:53]=[CH:54][CH:55]=3)[CH:43]=[CH:44][CH:45]=2)=[N:17]1, predict the reactants needed to synthesize it. The reactants are: O1CCCCC1[N:7]1[C:15]2[C:10](=[CH:11][C:12]([C:16]3[N:20]=[CH:19][N:18](C(C4C=CC=CC=4)(C4C=CC=CC=4)C4C=CC=CC=4)[N:17]=3)=[CH:13][CH:14]=2)[C:9]([C:40]2[CH:41]=[C:42]([NH:46][C:47](=[O:56])/[CH:48]=[CH:49]/[C:50]3[CH:55]=[CH:54][CH:53]=[CH:52][CH:51]=3)[CH:43]=[CH:44][CH:45]=2)=[N:8]1. (3) Given the product [CH:8]1([C:9]2[C:10]3[N:19]=[C:18]([C:20]4[CH:21]=[CH:22][C:23]([F:26])=[CH:24][CH:25]=4)[CH:17]=[CH:16][C:11]=3[N:12]=[C:13]([NH2:15])[N:14]=2)[CH2:7][CH2:2]1, predict the reactants needed to synthesize it. The reactants are: O1CCCO[CH:2]1[CH2:7][CH2:8][C:9]1[C:10]2[N:19]=[C:18]([C:20]3[CH:25]=[CH:24][C:23]([F:26])=[CH:22][CH:21]=3)[CH:17]=[CH:16][C:11]=2[N:12]=[C:13]([NH2:15])[N:14]=1.ClC1N=C(C2CC2)C2N=C(C3C=CC(F)=CC=3)C=CC=2N=1. (4) Given the product [CH3:21][C:16]1[C:15]([CH2:14][N:12]2[CH:13]=[C:9]([N:8]3[CH2:2][CH2:3][CH2:4][NH:5][C:6]3=[O:7])[CH:10]=[N:11]2)=[C:19]([CH3:20])[O:18][N:17]=1, predict the reactants needed to synthesize it. The reactants are: Cl[CH2:2][CH2:3][CH2:4][NH:5][C:6]([NH:8][C:9]1[CH:10]=[N:11][N:12]([CH2:14][C:15]2[C:16]([CH3:21])=[N:17][O:18][C:19]=2[CH3:20])[CH:13]=1)=[O:7].[H-].[Na+]. (5) Given the product [C:1]([O:4][CH2:5][C:6]1[CH:11]=[CH:10][N:9]=[C:8]2[N:12]([C:18]3[CH:19]=[CH:20][C:21]([OH:24])=[CH:22][CH:23]=3)[C:13](=[O:17])[N:14]([CH2:15][CH3:16])[C:7]=12)(=[O:3])[CH3:2], predict the reactants needed to synthesize it. The reactants are: [C:1]([O:4][CH2:5][C:6]1[CH:11]=[CH:10][N:9]=[C:8]2[N:12]([C:18]3[CH:23]=[CH:22][C:21]([O:24][Si](C(C)C)(C(C)C)C(C)C)=[CH:20][CH:19]=3)[C:13](=[O:17])[N:14]([CH2:15][CH3:16])[C:7]=12)(=[O:3])[CH3:2].[F-].C([N+](CCCC)(CCCC)CCCC)CCC.O. (6) Given the product [CH:27]1([CH2:26][NH:25][C:3](=[O:24])[C:4]2[CH:9]=[CH:8][C:7]([O:10][CH2:11][C:12]3[C:13]([C:18]4[CH:23]=[CH:22][CH:21]=[CH:20][N:19]=4)=[N:14][O:15][C:16]=3[CH3:17])=[N:6][CH:5]=2)[CH2:29][CH2:28]1, predict the reactants needed to synthesize it. The reactants are: CO[C:3](=[O:24])[C:4]1[CH:9]=[CH:8][C:7]([O:10][CH2:11][C:12]2[C:13]([C:18]3[CH:23]=[CH:22][CH:21]=[CH:20][N:19]=3)=[N:14][O:15][C:16]=2[CH3:17])=[N:6][CH:5]=1.[NH2:25][CH2:26][CH:27]1[CH2:29][CH2:28]1. (7) Given the product [F:1][C:2]1[CH:7]=[C:6]([F:8])[CH:5]=[CH:4][C:3]=1[C:9]1[N:10]2[C:15]([CH:16]=[CH:17][C:18]=1[C:19]([O:21][CH3:31])=[O:20])=[C:14]([C:22]1[C:23]([F:29])=[CH:24][CH:25]=[CH:26][C:27]=1[F:28])[C:13](=[O:30])[CH:12]=[CH:11]2, predict the reactants needed to synthesize it. The reactants are: [F:1][C:2]1[CH:7]=[C:6]([F:8])[CH:5]=[CH:4][C:3]=1[C:9]1[N:10]2[C:15]([CH:16]=[CH:17][C:18]=1[C:19]([OH:21])=[O:20])=[C:14]([C:22]1[C:27]([F:28])=[CH:26][CH:25]=[CH:24][C:23]=1[F:29])[C:13](=[O:30])[CH:12]=[CH:11]2.[CH2:31](Cl)CCl.C1C=CC2N(O)N=NC=2C=1. (8) Given the product [O:8]=[C:4]1[CH2:5][CH2:6][CH2:7][C:2]([O:1][C:12](=[O:14])[CH3:13])=[CH:3]1, predict the reactants needed to synthesize it. The reactants are: [OH:1][C:2]1[CH2:7][CH2:6][CH2:5][C:4](=[O:8])[CH:3]=1.C(Cl)Cl.[C:12](O)(=[O:14])[CH3:13].C1(N=C=NC2CCCCC2)CCCCC1. (9) Given the product [Br:1][C:2]1[CH:10]=[CH:9][C:5]([C:6]([O:8][CH3:12])=[O:7])=[C:4]([CH3:11])[CH:3]=1, predict the reactants needed to synthesize it. The reactants are: [Br:1][C:2]1[CH:10]=[CH:9][C:5]([C:6]([OH:8])=[O:7])=[C:4]([CH3:11])[CH:3]=1.[C:12](Cl)(=O)C. (10) Given the product [CH:1]([C:3]1[CH:8]=[CH:7][CH:6]=[CH:5][C:4]=1[CH:9]=[CH2:10])=[CH2:2].[CH2:11]([CH:13]=[CH:14][C:15]1[CH:20]=[CH:19][CH:18]=[CH:17][CH:16]=1)[CH3:12], predict the reactants needed to synthesize it. The reactants are: [CH:1]([C:3]1[CH:8]=[CH:7][CH:6]=[CH:5][C:4]=1[CH:9]=[CH2:10])=[CH2:2].[CH2:11]([CH:13]=[CH:14][C:15]1[CH:20]=[CH:19][CH:18]=[CH:17][CH:16]=1)[CH3:12].